This data is from Reaction yield outcomes from USPTO patents with 853,638 reactions. The task is: Predict the reaction yield, written as a fraction of the theoretical maximum amount of product (1.0 means a 100% yield; for example, 0.34 means a 34% yield). (1) The reactants are [CH:1]([C@@H:4]1[C:9](=[O:10])[NH:8][CH:7]=[CH:6][N:5]1[C:11]([O:13][CH2:14][C:15]1[CH:20]=[CH:19][CH:18]=[CH:17][CH:16]=1)=[O:12])([CH3:3])[CH3:2].[SiH](CC)(CC)CC.C(O)(C(F)(F)F)=O. The catalyst is ClCCCl. The product is [CH:1]([C@@H:4]1[C:9](=[O:10])[NH:8][CH2:7][CH2:6][N:5]1[C:11]([O:13][CH2:14][C:15]1[CH:16]=[CH:17][CH:18]=[CH:19][CH:20]=1)=[O:12])([CH3:3])[CH3:2]. The yield is 0.998. (2) The reactants are [Br:1][C:2]1[CH:31]=[CH:30][C:5]([C:6]([NH:8][C:9]2[N:17]=[CH:16][N:15]=[C:14]3[C:10]=2[N:11]=[CH:12][N:13]3[C@H:18]2[C@H:25]3[C@H:21]([O:22]C(C)(C)[O:24]3)[C@@H:20]([CH2:28][OH:29])[O:19]2)=[O:7])=[CH:4][CH:3]=1.Cl[S:33]([NH2:36])(=[O:35])=[O:34]. No catalyst specified. The product is [S:33](=[O:35])(=[O:34])([O:29][CH2:28][C@@H:20]1[C@@H:21]([OH:22])[C@@H:25]([OH:24])[C@H:18]([N:13]2[CH:12]=[N:11][C:10]3[C:14]2=[N:15][CH:16]=[N:17][C:9]=3[NH:8][C:6](=[O:7])[C:5]2[CH:30]=[CH:31][C:2]([Br:1])=[CH:3][CH:4]=2)[O:19]1)[NH2:36]. The yield is 0.690. (3) The reactants are C1(P(N=[N+]=[N-])(C2C=CC=CC=2)=[O:8])C=CC=CC=1.[OH:18][C:19]1[C:24](C(O)=O)=[CH:23][CH:22]=[C:21]([CH3:28])[N:20]=1.C([N:31]([CH2:34]C)CC)C.[CH2:36]([OH:43])[C:37]1[CH:42]=[CH:41][CH:40]=[CH:39][CH:38]=1. The catalyst is O1CCOCC1. The product is [CH2:36]([O:43][C:34]([NH:31][C:24]1[C:19](=[O:18])[NH:20][C:21]([CH3:28])=[CH:22][CH:23]=1)=[O:8])[C:37]1[CH:42]=[CH:41][CH:40]=[CH:39][CH:38]=1. The yield is 0.560. (4) The reactants are [C:1]12([O:8][C:7]3[CH:9]=[CH:10][C:11]([C:13]4([C:16]([O:18]C)=[O:17])[CH2:15][CH2:14]4)=[CH:12][C:6]=3[O:5]1)[CH2:4][CH2:3][CH2:2]2.[Li+].[OH-].Cl. The catalyst is C1COCC1.O. The product is [C:1]12([O:8][C:7]3[CH:9]=[CH:10][C:11]([C:13]4([C:16]([OH:18])=[O:17])[CH2:15][CH2:14]4)=[CH:12][C:6]=3[O:5]1)[CH2:2][CH2:3][CH2:4]2. The yield is 0.590.